Dataset: Forward reaction prediction with 1.9M reactions from USPTO patents (1976-2016). Task: Predict the product of the given reaction. (1) Given the reactants [CH3:1][S:2]([CH:5]1[CH2:10][CH2:9][N:8](C(OC(C)(C)C)=O)[CH2:7][CH2:6]1)(=[O:4])=[O:3].[ClH:18], predict the reaction product. The product is: [ClH:18].[CH3:1][S:2]([CH:5]1[CH2:10][CH2:9][NH:8][CH2:7][CH2:6]1)(=[O:4])=[O:3]. (2) Given the reactants FC(F)(F)C([NH:5][C:6]1[N:7]=[C:8]2[CH:13]=[CH:12][C:11]([O:14][C:15]3[CH:16]=[C:17]([NH:21][C:22](=[O:33])[C:23]4[CH:28]=[CH:27][CH:26]=[C:25]([C:29]([F:32])([F:31])[F:30])[CH:24]=4)[CH:18]=[CH:19][CH:20]=3)=[CH:10][N:9]2[CH:34]=1)=O.[OH-].[Na+].O, predict the reaction product. The product is: [NH2:5][C:6]1[N:7]=[C:8]2[CH:13]=[CH:12][C:11]([O:14][C:15]3[CH:16]=[C:17]([NH:21][C:22](=[O:33])[C:23]4[CH:28]=[CH:27][CH:26]=[C:25]([C:29]([F:32])([F:30])[F:31])[CH:24]=4)[CH:18]=[CH:19][CH:20]=3)=[CH:10][N:9]2[CH:34]=1. (3) Given the reactants [CH:1]([N:4]1[CH:8]([C:9]2[CH:10]=[C:11]([C:15]3[CH:20]=[CH:19][CH:18]=[C:17]([S:21]([CH3:24])(=[O:23])=[O:22])[CH:16]=3)[CH:12]=[CH:13][CH:14]=2)[CH2:7][NH:6][C:5]1=[O:25])([CH3:3])[CH3:2].[H-].[Na+].[CH2:28]([S:30](Cl)(=[O:32])=[O:31])[CH3:29], predict the reaction product. The product is: [CH2:28]([S:30]([N:6]1[CH2:7][CH:8]([C:9]2[CH:10]=[C:11]([C:15]3[CH:20]=[CH:19][CH:18]=[C:17]([S:21]([CH3:24])(=[O:22])=[O:23])[CH:16]=3)[CH:12]=[CH:13][CH:14]=2)[N:4]([CH:1]([CH3:3])[CH3:2])[C:5]1=[O:25])(=[O:32])=[O:31])[CH3:29]. (4) Given the reactants [CH:1]1([CH2:5][N:6]2[C:14]3[CH:13]=[CH:12][C:11]([C:15]([N:17]4[CH2:22][CH2:21][CH:20]([CH3:23])[CH2:19][CH2:18]4)=[O:16])=[CH:10][C:9]=3[C:8]3[CH2:24][N:25](C(OC(C)(C)C)=O)[CH2:26][CH2:27][C:7]2=3)[CH2:4][CH2:3][CH2:2]1.[ClH:35], predict the reaction product. The product is: [CH:1]1([CH2:5][N:6]2[C:14]3[CH:13]=[CH:12][C:11]([C:15]([N:17]4[CH2:22][CH2:21][CH:20]([CH3:23])[CH2:19][CH2:18]4)=[O:16])=[CH:10][C:9]=3[C:8]3[CH2:24][NH:25][CH2:26][CH2:27][C:7]2=3)[CH2:4][CH2:3][CH2:2]1.[ClH:35]. (5) Given the reactants [O:1]1[C:5]2[CH:6]=[CH:7][C:8]([C:10]([OH:12])=[O:11])=[CH:9][C:4]=2[O:3][CH2:2]1.[C:13]1(C)C=CC(S(O)(=O)=O)=CC=1, predict the reaction product. The product is: [O:1]1[C:5]2[CH:6]=[CH:7][C:8]([C:10]([O:12][CH3:13])=[O:11])=[CH:9][C:4]=2[O:3][CH2:2]1.